From a dataset of NCI-60 drug combinations with 297,098 pairs across 59 cell lines. Regression. Given two drug SMILES strings and cell line genomic features, predict the synergy score measuring deviation from expected non-interaction effect. (1) Drug 1: C1CC(CNC1)C2=CC=C(C=C2)N3C=C4C=CC=C(C4=N3)C(=O)N. Drug 2: C1CCC(C(C1)[NH-])[NH-].C(=O)(C(=O)[O-])[O-].[Pt+4]. Cell line: HT29. Synergy scores: CSS=50.6, Synergy_ZIP=1.35, Synergy_Bliss=0.851, Synergy_Loewe=-0.771, Synergy_HSA=4.07. (2) Drug 1: C1CCC(CC1)NC(=O)N(CCCl)N=O. Drug 2: C1=CC(=CC=C1C#N)C(C2=CC=C(C=C2)C#N)N3C=NC=N3. Cell line: BT-549. Synergy scores: CSS=25.7, Synergy_ZIP=-4.67, Synergy_Bliss=5.16, Synergy_Loewe=2.27, Synergy_HSA=3.61. (3) Drug 2: C(CCl)NC(=O)N(CCCl)N=O. Drug 1: COC1=NC(=NC2=C1N=CN2C3C(C(C(O3)CO)O)O)N. Cell line: SK-MEL-2. Synergy scores: CSS=6.87, Synergy_ZIP=-11.0, Synergy_Bliss=-15.2, Synergy_Loewe=-19.5, Synergy_HSA=-12.6. (4) Drug 1: CC(C)(C#N)C1=CC(=CC(=C1)CN2C=NC=N2)C(C)(C)C#N. Drug 2: CC1C(C(CC(O1)OC2CC(CC3=C2C(=C4C(=C3O)C(=O)C5=C(C4=O)C(=CC=C5)OC)O)(C(=O)CO)O)N)O.Cl. Cell line: LOX IMVI. Synergy scores: CSS=50.3, Synergy_ZIP=0.818, Synergy_Bliss=-0.393, Synergy_Loewe=-0.913, Synergy_HSA=1.24. (5) Drug 1: C1=CC(=C2C(=C1NCCNCCO)C(=O)C3=C(C=CC(=C3C2=O)O)O)NCCNCCO. Drug 2: CC1CCC2CC(C(=CC=CC=CC(CC(C(=O)C(C(C(=CC(C(=O)CC(OC(=O)C3CCCCN3C(=O)C(=O)C1(O2)O)C(C)CC4CCC(C(C4)OC)OCCO)C)C)O)OC)C)C)C)OC. Cell line: SK-OV-3. Synergy scores: CSS=61.4, Synergy_ZIP=-0.558, Synergy_Bliss=-1.34, Synergy_Loewe=3.09, Synergy_HSA=4.96. (6) Drug 1: C1CC(=O)NC(=O)C1N2CC3=C(C2=O)C=CC=C3N. Drug 2: C(CCl)NC(=O)N(CCCl)N=O. Cell line: DU-145. Synergy scores: CSS=3.35, Synergy_ZIP=-0.168, Synergy_Bliss=3.39, Synergy_Loewe=0.0887, Synergy_HSA=0.295. (7) Drug 1: C1=CC(=CC=C1CCC2=CNC3=C2C(=O)NC(=N3)N)C(=O)NC(CCC(=O)O)C(=O)O. Drug 2: CC(C)NC(=O)C1=CC=C(C=C1)CNNC.Cl. Cell line: DU-145. Synergy scores: CSS=16.0, Synergy_ZIP=-4.57, Synergy_Bliss=1.88, Synergy_Loewe=-11.9, Synergy_HSA=0.517. (8) Drug 1: CC12CCC3C(C1CCC2=O)CC(=C)C4=CC(=O)C=CC34C. Drug 2: C1C(C(OC1N2C=NC(=NC2=O)N)CO)O. Cell line: SK-OV-3. Synergy scores: CSS=6.23, Synergy_ZIP=4.13, Synergy_Bliss=3.45, Synergy_Loewe=2.89, Synergy_HSA=2.61.